From a dataset of Forward reaction prediction with 1.9M reactions from USPTO patents (1976-2016). Predict the product of the given reaction. (1) Given the reactants [CH3:1][NH:2][CH3:3].[F:4][C:5]1[CH:13]=[CH:12][CH:11]=[C:10]2[C:6]=1[C:7]([C:14](=[O:33])[C:15]([N:17]1[CH2:22][CH2:21][N:20]([C:23]3[C:24](=[O:32])[C:25](=[O:31])[C:26]=3OC(C)C)[CH2:19][CH2:18]1)=[O:16])=[CH:8][NH:9]2, predict the reaction product. The product is: [F:4][C:5]1[CH:13]=[CH:12][CH:11]=[C:10]2[C:6]=1[C:7]([C:14](=[O:33])[C:15]([N:17]1[CH2:18][CH2:19][N:20]([C:23]3[C:24](=[O:32])[C:25](=[O:31])[C:26]=3[N:2]([CH3:3])[CH3:1])[CH2:21][CH2:22]1)=[O:16])=[CH:8][NH:9]2. (2) Given the reactants [C:1]([O:6][C:7]12[CH2:16][CH:11]3[CH2:12][CH:13]([CH2:15][C:9]([O:17]S(C)(=O)=O)([CH2:10]3)[CH2:8]1)[CH2:14]2)(=[O:5])[C:2]([CH3:4])=[CH2:3].N1C=CC=CC=1.[CH2:28]([C:30]1([CH2:34]O)[CH2:33][O:32][CH2:31]1)[CH3:29], predict the reaction product. The product is: [C:1]([O:6][C:7]12[CH2:16][CH:11]3[CH2:12][CH:13]([CH2:15][C:9]([O:17][CH2:34][C:30]4([CH2:28][CH3:29])[CH2:33][O:32][CH2:31]4)([CH2:10]3)[CH2:8]1)[CH2:14]2)(=[O:5])[C:2]([CH3:4])=[CH2:3]. (3) Given the reactants [S:1]1[CH2:6][CH2:5][N:4]([C:7]2[N:12]=[CH:11][C:10]([CH:13](C(OCC)=O)[C:14]([O:16]CC)=[O:15])=[CH:9][CH:8]=2)[CH2:3][CH2:2]1.[OH-].[Na+].Cl.C([O-])([O-])=O.[Na+].[Na+], predict the reaction product. The product is: [S:1]1[CH2:6][CH2:5][N:4]([C:7]2[N:12]=[CH:11][C:10]([CH2:13][C:14]([OH:16])=[O:15])=[CH:9][CH:8]=2)[CH2:3][CH2:2]1. (4) The product is: [CH2:1]([C:5]1[N:9]([C:10]2[N:15]=[C:14]([C:16]3[S:17][CH:18]=[CH:19][CH:20]=3)[C:13]([CH3:21])=[CH:12][N:11]=2)[N:8]=[CH:7][C:6]=1[NH2:22])[CH2:2][CH2:3][CH3:4]. Given the reactants [CH2:1]([C:5]1[N:9]([C:10]2[N:15]=[C:14]([C:16]3[S:17][CH:18]=[CH:19][CH:20]=3)[C:13]([CH3:21])=[CH:12][N:11]=2)[N:8]=[CH:7][C:6]=1[NH:22]C(=O)OC(C)(C)C)[CH2:2][CH2:3][CH3:4].FC(F)(F)C(O)=O, predict the reaction product. (5) Given the reactants [Cl:1][C:2]1[CH:3]=[C:4]([C:8]2[C:17]3[C:12](=[CH:13][CH:14]=[C:15]([C:18]([C:26]4[CH:30]=[CH:29][O:28][CH:27]=4)([C:20]4[N:24]([CH3:25])[CH:23]=[N:22][CH:21]=4)O)[CH:16]=3)[N:11]3[N:31]=[N:32][N:33]=[C:10]3[CH:9]=2)[CH:5]=[CH:6][CH:7]=1.S(Cl)([Cl:36])=O, predict the reaction product. The product is: [Cl:36][C:18]([C:26]1[CH:30]=[CH:29][O:28][CH:27]=1)([C:20]1[N:24]([CH3:25])[CH:23]=[N:22][CH:21]=1)[C:15]1[CH:16]=[C:17]2[C:12](=[CH:13][CH:14]=1)[N:11]1[N:31]=[N:32][N:33]=[C:10]1[CH:9]=[C:8]2[C:4]1[CH:5]=[CH:6][CH:7]=[C:2]([Cl:1])[CH:3]=1.